Task: Predict the product of the given reaction.. Dataset: Forward reaction prediction with 1.9M reactions from USPTO patents (1976-2016) (1) Given the reactants [C:1]([Cl:6])(=[O:5])[C:2](Cl)=[O:3].COC[CH2:10][O:11][CH2:12][CH2:13][O:14][CH2:15][CH2:16][O:17][CH2:18][C:19](O)=O.[C:22]1(C)C=CC=CC=1, predict the reaction product. The product is: [CH3:10][O:11][CH2:12][CH2:13][O:14][CH2:15][CH2:16][O:17][CH2:18][CH2:19][CH2:22][O:3][CH2:2][C:1]([Cl:6])=[O:5]. (2) Given the reactants [C:1]([C@@H:9]1[CH2:13][CH:12]([CH2:14][C:15]2[CH:20]=[CH:19][C:18]([C:21]3[CH:26]=[CH:25][CH:24]=[CH:23][CH:22]=3)=[CH:17][CH:16]=2)[N:11](/[CH:27]=[CH:28]/[C:29]2[CH:34]=[CH:33][CH:32]=[CH:31][CH:30]=2)[C:10]1=[O:35])(=O)C1C=CC=CC=1.CCN(C(C)C)C(C)C.C=O.C1(C)C=CC=CC=1, predict the reaction product. The product is: [C:18]1([C:21]2[CH:22]=[CH:23][CH:24]=[CH:25][CH:26]=2)[CH:17]=[CH:16][C:15]([CH2:14][C@H:12]2[N:11](/[CH:27]=[CH:28]/[C:29]3[CH:30]=[CH:31][CH:32]=[CH:33][CH:34]=3)[C:10](=[O:35])[C:9](=[CH2:1])[CH2:13]2)=[CH:20][CH:19]=1. (3) Given the reactants [CH3:1][O:2][C:3]1[CH:4]=[C:5]([C:11]2[N:16]=[C:15]([C:17]([N:19]3[CH2:24][CH2:23][N:22]([C:25]4[CH:30]=[CH:29][N:28]=[CH:27][CH:26]=4)[CH2:21][CH2:20]3)=[O:18])[CH:14]=[CH:13][CH:12]=2)[CH:6]=[CH:7][C:8]=1[O:9][CH3:10].ClC1C=CC=C(C(OO)=[O:39])C=1.S([O-])([O-])(=O)=S.[Na+].[Na+], predict the reaction product. The product is: [CH3:1][O:2][C:3]1[CH:4]=[C:5]([C:11]2[N:16]=[C:15]([C:17]([N:19]3[CH2:20][CH2:21][N:22]([C:25]4[CH:26]=[CH:27][N+:28]([O-:39])=[CH:29][CH:30]=4)[CH2:23][CH2:24]3)=[O:18])[CH:14]=[CH:13][CH:12]=2)[CH:6]=[CH:7][C:8]=1[O:9][CH3:10]. (4) Given the reactants Br[C:2]1[CH:7]=[CH:6][N:5]=[C:4]2[NH:8][C:9]([C:11]3[CH:16]=[CH:15][CH:14]=[CH:13][CH:12]=3)=[CH:10][C:3]=12.CC(C)([O-])C.[K+].[N+:23]([C:26]1[CH:32]=[CH:31][C:29]([NH2:30])=[CH:28][CH:27]=1)([O-:25])=[O:24].[Cl-].[NH4+], predict the reaction product. The product is: [N+:23]([C:26]1[CH:32]=[CH:31][C:29]([NH:30][C:2]2[C:3]3[CH:10]=[C:9]([C:11]4[CH:16]=[CH:15][CH:14]=[CH:13][CH:12]=4)[NH:8][C:4]=3[N:5]=[CH:6][CH:7]=2)=[CH:28][CH:27]=1)([O-:25])=[O:24]. (5) Given the reactants [C:1]([O:5][C:6]([N:8]1[CH2:12][CH2:11][CH:10]([CH3:13])[CH:9]1[CH:14]=[CH:15][CH2:16][OH:17])=[O:7])([CH3:4])([CH3:3])[CH3:2].CCN(CC)CC.[CH3:25][S:26](Cl)(=[O:28])=[O:27], predict the reaction product. The product is: [C:1]([O:5][C:6]([N:8]1[CH2:12][CH2:11][CH:10]([CH3:13])[CH:9]1[CH:14]=[CH:15][CH2:16][O:17][S:26]([CH3:25])(=[O:28])=[O:27])=[O:7])([CH3:3])([CH3:2])[CH3:4]. (6) Given the reactants P(Cl)(Cl)(Cl)(Cl)Cl.COC1C=CC(C[O:14][C:15]([C:17]2[N:22]3[C:23](=[O:35])[CH:24]([NH:25]C(=O)CC4C=CC=CC=4)[C@H:21]3[S:20][CH2:19][C:18]=2[CH:36]=[CH:37][CH3:38])=[O:16])=CC=1.C(O)C(O)C.C1(C)C(O)=CC=CC=1, predict the reaction product. The product is: [NH2:25][CH:24]1[C:23](=[O:35])[N:22]2[C:17]([C:15]([OH:16])=[O:14])=[C:18]([CH:36]=[CH:37][CH3:38])[CH2:19][S:20][C@H:21]12. (7) Given the reactants [F:1][C:2]1([F:29])[CH2:7][CH2:6][N:5]([C:8]([C:10]2[NH:11][C:12]3[C:17]([CH:18]=2)=[CH:16][C:15]([C:19]([N:21]2[CH2:25][CH2:24][CH:23]([N:26]([CH3:28])[CH3:27])[CH2:22]2)=[O:20])=[CH:14][CH:13]=3)=[O:9])[CH2:4][CH2:3]1.[H-].[Na+].CS(O[CH2:37][C:38]([F:41])([F:40])[F:39])(=O)=O, predict the reaction product. The product is: [F:29][C:2]1([F:1])[CH2:7][CH2:6][N:5]([C:8]([C:10]2[N:11]([CH2:37][C:38]([F:41])([F:40])[F:39])[C:12]3[C:17]([CH:18]=2)=[CH:16][C:15]([C:19]([N:21]2[CH2:25][CH2:24][CH:23]([N:26]([CH3:27])[CH3:28])[CH2:22]2)=[O:20])=[CH:14][CH:13]=3)=[O:9])[CH2:4][CH2:3]1.